The task is: Predict the reactants needed to synthesize the given product.. This data is from Full USPTO retrosynthesis dataset with 1.9M reactions from patents (1976-2016). (1) The reactants are: [C:1]([O:5][C:6]([N:8]1[CH2:13][CH2:12][CH:11]([O:14][C:15]2[CH:39]=[C:38]([S:40][CH3:41])[CH:37]=[CH:36][C:16]=2[C:17]([NH:19][C:20]2[CH:35]=[CH:34][CH:33]=[CH:32][C:21]=2[C:22]([NH:24][C:25]2[CH:30]=[CH:29][C:28]([Cl:31])=[CH:27][N:26]=2)=[O:23])=[O:18])[CH2:10][CH2:9]1)=[O:7])([CH3:4])([CH3:3])[CH3:2].C12(CS(O)(=O)=O)C(C)(C)C(CC1)CC2=[O:44].C(OO)(C)(C)C. Given the product [C:1]([O:5][C:6]([N:8]1[CH2:9][CH2:10][CH:11]([O:14][C:15]2[CH:39]=[C:38]([S:40]([CH3:41])=[O:44])[CH:37]=[CH:36][C:16]=2[C:17]([NH:19][C:20]2[CH:35]=[CH:34][CH:33]=[CH:32][C:21]=2[C:22]([NH:24][C:25]2[CH:30]=[CH:29][C:28]([Cl:31])=[CH:27][N:26]=2)=[O:23])=[O:18])[CH2:12][CH2:13]1)=[O:7])([CH3:4])([CH3:3])[CH3:2], predict the reactants needed to synthesize it. (2) Given the product [N:6]1([C:4]([C:3]2[CH:13]=[CH:14][C:15]([NH2:17])=[CH:16][C:2]=2[Cl:1])=[O:5])[CH2:7][CH2:8][CH2:9][CH2:10][CH2:11][CH2:12]1, predict the reactants needed to synthesize it. The reactants are: [Cl:1][C:2]1[CH:16]=[C:15]([N+:17]([O-])=O)[CH:14]=[CH:13][C:3]=1[C:4]([N:6]1[CH2:12][CH2:11][CH2:10][CH2:9][CH2:8][CH2:7]1)=[O:5].O.O.[Sn](Cl)Cl.N.